Dataset: Full USPTO retrosynthesis dataset with 1.9M reactions from patents (1976-2016). Task: Predict the reactants needed to synthesize the given product. (1) Given the product [C:18]([O:17][C:15]([N:7]([C:8]([O:10][C:11]([CH3:14])([CH3:13])[CH3:12])=[O:9])[CH:4]([CH2:5][NH2:6])[CH2:3][OH:2])=[O:16])([CH3:21])([CH3:20])[CH3:19], predict the reactants needed to synthesize it. The reactants are: C[O:2][C:3](=O)[CH:4]([N:7]([C:15]([O:17][C:18]([CH3:21])([CH3:20])[CH3:19])=[O:16])[C:8]([O:10][C:11]([CH3:14])([CH3:13])[CH3:12])=[O:9])[CH2:5][NH2:6].[H-].[Al+3].[Li+].[H-].[H-].[H-].O. (2) Given the product [CH3:1][O:2][CH2:3][CH2:4][C:5]1[N:6]([CH2:18][CH2:19][C:20]([N:22]2[CH2:23][CH2:24][O:25][CH2:26][CH2:27]2)=[O:21])[C:7]2[C:16]3[CH:15]=[CH:14][CH:13]=[CH:12][C:11]=3[N:10]=[C:9]([NH2:51])[C:8]=2[N:17]=1, predict the reactants needed to synthesize it. The reactants are: [CH3:1][O:2][CH2:3][CH2:4][C:5]1[N:6]([CH2:18][CH2:19][C:20]([N:22]2[CH2:27][CH2:26][O:25][CH2:24][CH2:23]2)=[O:21])[C:7]2[C:16]3[CH:15]=[CH:14][CH:13]=[CH:12][C:11]=3[N:10]=[CH:9][C:8]=2[N:17]=1.C1C=C(Cl)C=C(C(OO)=O)C=1.C1(C)C=CC(S(Cl)(=O)=O)=CC=1.[OH-].[NH4+:51]. (3) Given the product [CH3:40][S:41]([O:29][C@H:27]([C@H:26]1[CH2:25][O:24][C:23](=[O:30])[N:22]1[C:20]1[CH:19]=[CH:18][N:17]=[C:16]([NH:15][C@H:13]([C:10]2[S:9][C:8]([C:5]3[CH:6]=[CH:7][C:2]([Cl:1])=[CH:3][CH:4]=3)=[N:12][CH:11]=2)[CH3:14])[N:21]=1)[CH3:28])(=[O:43])=[O:42], predict the reactants needed to synthesize it. The reactants are: [Cl:1][C:2]1[CH:7]=[CH:6][C:5]([C:8]2[S:9][C:10]([C@@H:13]([NH:15][C:16]3[N:21]=[C:20]([N:22]4[C@@H:26]([C@@H:27]([OH:29])[CH3:28])[CH2:25][O:24][C:23]4=[O:30])[CH:19]=[CH:18][N:17]=3)[CH3:14])=[CH:11][N:12]=2)=[CH:4][CH:3]=1.CCN(C(C)C)C(C)C.[CH3:40][S:41](Cl)(=[O:43])=[O:42].